Dataset: Full USPTO retrosynthesis dataset with 1.9M reactions from patents (1976-2016). Task: Predict the reactants needed to synthesize the given product. (1) The reactants are: Br[C:2]1[C:3]([C:38]([F:41])([F:40])[F:39])=[N:4][N:5]([CH2:8][C:9]([NH:11][C@H:12]([C:22]2[C:27]([C:28]3[CH:29]=[CH:30][C:31]([F:37])=[C:32]([CH:36]=3)[C:33]([NH2:35])=[O:34])=[CH:26][CH:25]=[CH:24][N:23]=2)[CH2:13][C:14]2[CH:19]=[C:18]([F:20])[CH:17]=[C:16]([F:21])[CH:15]=2)=[O:10])[C:6]=1[CH3:7].BrC1C(C(F)(F)F)=NN(CC(N[C@H](C2C(C3C=CC(F)=C(C=3)C(N)=O)=CC=CN=2)[CH2:53][C:54]2[CH:59]=C(F)C=C(F)C=2)=O)C=1. Given the product [CH:59]1([C:2]2[C:3]([C:38]([F:40])([F:39])[F:41])=[N:4][N:5]([CH2:8][C:9]([NH:11][C@H:12]([C:22]3[C:27]([C:28]4[CH:29]=[CH:30][C:31]([F:37])=[C:32]([CH:36]=4)[C:33]([NH2:35])=[O:34])=[CH:26][CH:25]=[CH:24][N:23]=3)[CH2:13][C:14]3[CH:15]=[C:16]([F:21])[CH:17]=[C:18]([F:20])[CH:19]=3)=[O:10])[C:6]=2[CH3:7])[CH2:54][CH2:53]1, predict the reactants needed to synthesize it. (2) Given the product [N:27]1[CH:32]=[CH:31][CH:30]=[CH:29][C:28]=1[N:33]1[CH:9]=[C:10]2[CH2:1][N:2]([CH2:11][CH2:12][CH2:13][CH2:14][O:15][C:16]3[N:25]=[C:24]4[C:19]([CH:20]=[CH:21][C:22](=[O:26])[NH:23]4)=[CH:18][CH:17]=3)[CH2:3][CH2:4][C:5]2=[N:34]1, predict the reactants needed to synthesize it. The reactants are: [CH2:1]1[C:10]2[C:5](=CC=C[CH:9]=2)[CH2:4][CH2:3][N:2]1[CH2:11][CH2:12][CH2:13][CH2:14][O:15][C:16]1[N:25]=[C:24]2[C:19]([CH:20]=[CH:21][C:22](=[O:26])[NH:23]2)=[CH:18][CH:17]=1.[N:27]1[CH:32]=[CH:31][CH:30]=[CH:29][C:28]=1[N:33]1C=C2CNCCC2=[N:34]1.